Dataset: Reaction yield outcomes from USPTO patents with 853,638 reactions. Task: Predict the reaction yield, written as a fraction of the theoretical maximum amount of product (1.0 means a 100% yield; for example, 0.34 means a 34% yield). (1) The reactants are [CH3:1][O:2][C:3]1[CH:4]=[C:5]([C:11]2[CH:16]=[CH:15][N:14]=[C:13]([NH:17][CH2:18][C:19]3[CH:27]=[CH:26][C:22]([C:23](O)=[O:24])=[CH:21][CH:20]=3)[N:12]=2)[CH:6]=[CH:7][C:8]=1[O:9][CH3:10].F[P-](F)(F)(F)(F)F.[N:35]1(O[P+](N(C)C)(N(C)C)N(C)C)[C:39]2[CH:40]=[CH:41][CH:42]=[CH:43][C:38]=2[N:37]=N1.C(N(CC)CC)C.C1(N)C=CC=CC=1N. The catalyst is CN(C=O)C. The product is [NH2:35][C:39]1[CH:40]=[CH:41][CH:42]=[CH:43][C:38]=1[NH:37][C:23](=[O:24])[C:22]1[CH:26]=[CH:27][C:19]([CH2:18][NH:17][C:13]2[N:12]=[C:11]([C:5]3[CH:6]=[CH:7][C:8]([O:9][CH3:10])=[C:3]([O:2][CH3:1])[CH:4]=3)[CH:16]=[CH:15][N:14]=2)=[CH:20][CH:21]=1. The yield is 0.400. (2) The reactants are [O:1]1[C:5]2[CH:6]=[CH:7][C:8]([C:10]3[N:14]([C:15]4[CH:20]=[C:19]([Cl:21])[CH:18]=[CH:17][C:16]=4[Cl:22])[N:13]=[C:12]([CH2:23][C:24]4([C:32]5[CH:37]=[CH:36][CH:35]=[C:34]([Cl:38])[CH:33]=5)[O:28][C:27](C)(C)[O:26][C:25]4=[O:31])[CH:11]=3)=[CH:9][C:4]=2[O:3][CH2:2]1.C[O-].[Na+].O. The catalyst is CO. The product is [CH3:27][O:26][C:25](=[O:31])[C:24]([C:32]1[CH:37]=[CH:36][CH:35]=[C:34]([Cl:38])[CH:33]=1)([OH:28])[CH2:23][C:12]1[CH:11]=[C:10]([C:8]2[CH:7]=[CH:6][C:5]3[O:1][CH2:2][O:3][C:4]=3[CH:9]=2)[N:14]([C:15]2[CH:20]=[C:19]([Cl:21])[CH:18]=[CH:17][C:16]=2[Cl:22])[N:13]=1. The yield is 0.850. (3) The reactants are Br[C:2]1[O:6][C:5]([C:7]([O:9][CH3:10])=[O:8])=[CH:4][CH:3]=1.C(=O)([O-])[O-].[K+].[K+].O1CCO[CH2:19][CH2:18]1. The catalyst is O.CC(C)([P](C(C)(C)C)([Pd][P](C(C)(C)C)(C(C)(C)C)C(C)(C)C)C(C)(C)C)C. The product is [CH:18]([C:2]1[O:6][C:5]([C:7]([O:9][CH3:10])=[O:8])=[CH:4][CH:3]=1)=[CH2:19]. The yield is 0.580. (4) The reactants are C1(P(C2CCCCC2)C2C=CC=CC=2C2C(OC)=CC=CC=2OC)CCCCC1.Cl[C:31]1[CH:40]=[CH:39][C:38]([C:41]2[CH:42]=[CH:43][C:44]3[O:48][C:47]([C:49]4[CH:54]=[CH:53][C:52]([F:55])=[CH:51][CH:50]=4)=[C:46]([C:56](=[O:59])[NH:57][CH3:58])[C:45]=3[CH:60]=2)=[CH:37][C:32]=1[C:33]([O:35][CH3:36])=[O:34].P([O-])([O-])([O-])=O.[K+].[K+].[K+].[Cl:69][C:70]1[CH:75]=[CH:74][CH:73]=[CH:72][C:71]=1B(O)O. The catalyst is C(#N)C.C([O-])(=O)C.[Pd+2].C([O-])(=O)C.O.O1CCOCC1. The product is [Cl:69][C:70]1[CH:75]=[CH:74][CH:73]=[CH:72][C:71]=1[C:31]1[C:32]([C:33]([O:35][CH3:36])=[O:34])=[CH:37][C:38]([C:41]2[CH:42]=[CH:43][C:44]3[O:48][C:47]([C:49]4[CH:50]=[CH:51][C:52]([F:55])=[CH:53][CH:54]=4)=[C:46]([C:56](=[O:59])[NH:57][CH3:58])[C:45]=3[CH:60]=2)=[CH:39][CH:40]=1. The yield is 0.800. (5) The catalyst is COCCOC.O. The product is [F:21][C:22]1[CH:27]=[C:26]([F:28])[CH:25]=[CH:24][C:23]=1[C:2]1[CH:7]=[CH:6][CH:5]=[C:4]([N:8]2[CH2:13][CH2:12][N:11]([C:14]([O:16][C:17]([CH3:20])([CH3:19])[CH3:18])=[O:15])[CH2:10][CH2:9]2)[CH:3]=1. The reactants are Br[C:2]1[CH:3]=[C:4]([N:8]2[CH2:13][CH2:12][N:11]([C:14]([O:16][C:17]([CH3:20])([CH3:19])[CH3:18])=[O:15])[CH2:10][CH2:9]2)[CH:5]=[CH:6][CH:7]=1.[F:21][C:22]1[CH:27]=[C:26]([F:28])[CH:25]=[CH:24][C:23]=1B(O)O.C(=O)([O-])[O-].[Na+].[Na+].O. The yield is 0.950. (6) The reactants are C[S:2]([C:5]1[N:10]=[C:9]([C:11]2[C:19]3[C:14](=[N:15][CH:16]=[C:17]([C:20]([F:23])([F:22])[F:21])[CH:18]=3)[N:13](S(C3C=CC(C)=CC=3)(=O)=O)[CH:12]=2)[C:8]([C:34]#[N:35])=[CH:7][N:6]=1)(=O)=O.[C:36]1(S)[CH:41]=[CH:40][CH:39]=[CH:38][CH:37]=1.CCN(C(C)C)C(C)C.O[Li].O. The catalyst is C1COCC1.O. The product is [C:36]1([S:2][C:5]2[N:10]=[C:9]([C:11]3[C:19]4[C:14](=[N:15][CH:16]=[C:17]([C:20]([F:23])([F:22])[F:21])[CH:18]=4)[NH:13][CH:12]=3)[C:8]([C:34]#[N:35])=[CH:7][N:6]=2)[CH:41]=[CH:40][CH:39]=[CH:38][CH:37]=1. The yield is 0.470.